From a dataset of Full USPTO retrosynthesis dataset with 1.9M reactions from patents (1976-2016). Predict the reactants needed to synthesize the given product. (1) Given the product [CH3:1][O:2][CH2:3][CH2:4][O:5][C:6]1[CH:7]=[C:8]2[C:20]([NH:21][C:22]3[CH:23]=[CH:24][CH:25]=[C:26]([C:28]#[CH:29])[CH:27]=3)=[N:19][CH:18]=[N:17][C:9]2=[CH:10][C:11]=1[O:12][CH2:13][CH2:14][O:15][CH3:16].[ClH:37], predict the reactants needed to synthesize it. The reactants are: [CH3:1][O:2][CH2:3][CH2:4][O:5][C:6]1[CH:7]=[C:8]2[C:20]([NH:21][C:22]3[CH:23]=[CH:24][CH:25]=[C:26]([C:28]#[CH:29])[CH:27]=3)=[N:19][CH:18]=[N:17][C:9]2=[CH:10][C:11]=1[O:12][CH2:13][CH2:14][O:15][CH3:16].C(OC(C)C)(=O)C.[ClH:37].C(OCC)(=O)C. (2) Given the product [CH:19]1([N:24]2[C:25]3[N:26]=[C:27]([S:33][CH3:34])[N:28]=[CH:29][C:30]=3[CH:31]=[C:4]([CH2:5][O:6][CH3:7])[C:3]2=[O:8])[CH2:20][CH2:21][CH2:22][CH2:23]1, predict the reactants needed to synthesize it. The reactants are: CO[C:3](=[O:8])[CH2:4][CH2:5][O:6][CH3:7].[Li+].C[Si]([N-][Si](C)(C)C)(C)C.[CH:19]1([NH:24][C:25]2[C:30]([CH:31]=O)=[CH:29][N:28]=[C:27]([S:33][CH3:34])[N:26]=2)[CH2:23][CH2:22][CH2:21][CH2:20]1.